Dataset: Full USPTO retrosynthesis dataset with 1.9M reactions from patents (1976-2016). Task: Predict the reactants needed to synthesize the given product. (1) Given the product [F:1][C:2]1[CH:7]=[C:6]([C:8]2[S:9][C:10]([C:14]3[N:19]=[C:18]([C:20]#[N:21])[CH:17]=[CH:16][CH:15]=3)=[CH:11][N:12]=2)[CH:5]=[N:4][CH:3]=1, predict the reactants needed to synthesize it. The reactants are: [F:1][C:2]1[CH:3]=[N:4][CH:5]=[C:6]([C:8]2[S:9][CH:10]=[CH:11][N:12]=2)[CH:7]=1.Br[C:14]1[N:19]=[C:18]([C:20]#[N:21])[CH:17]=[CH:16][CH:15]=1.CC1C=CC=CC=1P(C1C=CC=CC=1C)C1C=CC=CC=1C.O. (2) The reactants are: [OH-].[Li+].C[O:4][C:5]([C:7]1[N:8]([CH3:18])[C:9]([C:12]2[CH:17]=[CH:16][CH:15]=[CH:14][CH:13]=2)=[CH:10][CH:11]=1)=[O:6].CO.Cl. Given the product [CH3:18][N:8]1[C:9]([C:12]2[CH:17]=[CH:16][CH:15]=[CH:14][CH:13]=2)=[CH:10][CH:11]=[C:7]1[C:5]([OH:6])=[O:4], predict the reactants needed to synthesize it. (3) The reactants are: [Na+].[CH:2]1[C:15]2[C:14](=[O:16])[C:13]3[C:8](=[CH:9][CH:10]=[CH:11][CH:12]=3)[C:7](=[O:17])[C:6]=2[CH:5]=[CH:4][C:3]=1[S:18]([O-:21])(=O)=[O:19].CN(C=O)C.S(Cl)([Cl:29])=O. Given the product [CH:2]1[C:15]2[C:14](=[O:16])[C:13]3[C:8](=[CH:9][CH:10]=[CH:11][CH:12]=3)[C:7](=[O:17])[C:6]=2[CH:5]=[CH:4][C:3]=1[S:18]([Cl:29])(=[O:21])=[O:19], predict the reactants needed to synthesize it. (4) The reactants are: [N:1]1[C:14]2[C:5](=[CH:6][CH:7]=[C:8]3[C:13]=2[N:12]=[CH:11][CH:10]=[CH:9]3)[CH:4]=[CH:3][CH:2]=1.[CH:15]([Li])([CH2:17][CH3:18])[CH3:16]. Given the product [CH:15]([C:2]1[CH:3]=[CH:4][C:5]2[C:14](=[C:13]3[C:8](=[CH:7][CH:6]=2)[CH:9]=[CH:10][C:11]([CH:3]([CH2:4][CH3:5])[CH3:2])=[N:12]3)[N:1]=1)([CH2:17][CH3:18])[CH3:16], predict the reactants needed to synthesize it. (5) The reactants are: [Na].[NH2:2][C:3]([NH2:5])=[S:4].C([O-])C.[Na+].N[C:11]([C:15]1[CH:20]=[CH:19][C:18]([Cl:21])=[CH:17][C:16]=1[Cl:22])=[CH:12][C:13]#[N:14].Cl. Given the product [NH2:14][C:13]1[CH:12]=[C:11]([C:15]2[CH:20]=[CH:19][C:18]([Cl:21])=[CH:17][C:16]=2[Cl:22])[NH:5][C:3](=[S:4])[N:2]=1, predict the reactants needed to synthesize it. (6) The reactants are: [H-].[Na+].Cl[C:4]1[N:5]([CH2:12][CH:13]([OH:20])[CH2:14][CH2:15][O:16][CH2:17][O:18][CH3:19])[CH:6]=[C:7]([N+:9]([O-:11])=[O:10])[N:8]=1. Given the product [CH3:19][O:18][CH2:17][O:16][CH2:15][CH2:14][CH:13]1[O:20][C:4]2=[N:8][C:7]([N+:9]([O-:11])=[O:10])=[CH:6][N:5]2[CH2:12]1, predict the reactants needed to synthesize it. (7) Given the product [C:1]1([C:7]2[CH:12]=[C:11]([C:13]([O:16][CH3:34])([CH3:15])[CH3:14])[CH:10]=[CH:9][C:8]=2[NH:17][C:18]([C:20]2[NH:21][CH:22]=[C:23]([C:25]#[N:26])[N:24]=2)=[O:19])[CH2:6][CH2:5][CH2:4][CH2:3][CH:2]=1, predict the reactants needed to synthesize it. The reactants are: [C:1]1([C:7]2[CH:12]=[C:11]([C:13]([OH:16])([CH3:15])[CH3:14])[CH:10]=[CH:9][C:8]=2[NH:17][C:18]([C:20]2[NH:21][CH:22]=[C:23]([C:25]#[N:26])[N:24]=2)=[O:19])[CH2:6][CH2:5][CH2:4][CH2:3][CH:2]=1.OS(O)(=O)=O.CO.[C:34]([O-])(O)=O.[Na+]. (8) Given the product [Cl:8][C:6]1[CH:5]=[C:4]([N:13]2[CH2:14][CH2:15][CH2:16][CH:12]2[C:11]([F:18])([F:17])[F:10])[N:3]=[C:2]([NH2:1])[N:7]=1, predict the reactants needed to synthesize it. The reactants are: [NH2:1][C:2]1[N:7]=[C:6]([Cl:8])[CH:5]=[C:4](Cl)[N:3]=1.[F:10][C:11]([F:18])([F:17])[CH:12]1[CH2:16][CH2:15][CH2:14][NH:13]1.CCN(C(C)C)C(C)C.